Dataset: NCI-60 drug combinations with 297,098 pairs across 59 cell lines. Task: Regression. Given two drug SMILES strings and cell line genomic features, predict the synergy score measuring deviation from expected non-interaction effect. (1) Drug 1: C1=CC(=C2C(=C1NCCNCCO)C(=O)C3=C(C=CC(=C3C2=O)O)O)NCCNCCO. Drug 2: CC1=C2C(C(=O)C3(C(CC4C(C3C(C(C2(C)C)(CC1OC(=O)C(C(C5=CC=CC=C5)NC(=O)C6=CC=CC=C6)O)O)OC(=O)C7=CC=CC=C7)(CO4)OC(=O)C)O)C)OC(=O)C. Cell line: DU-145. Synergy scores: CSS=66.2, Synergy_ZIP=-5.79, Synergy_Bliss=-4.75, Synergy_Loewe=-5.49, Synergy_HSA=-1.65. (2) Drug 1: C1=NC2=C(N1)C(=S)N=C(N2)N. Drug 2: C1CC(=O)NC(=O)C1N2C(=O)C3=CC=CC=C3C2=O. Cell line: NCI-H322M. Synergy scores: CSS=21.1, Synergy_ZIP=-3.64, Synergy_Bliss=-7.94, Synergy_Loewe=-23.9, Synergy_HSA=-7.92. (3) Drug 1: C1=CC(=CC=C1CCC2=CNC3=C2C(=O)NC(=N3)N)C(=O)NC(CCC(=O)O)C(=O)O. Drug 2: COC1=C2C(=CC3=C1OC=C3)C=CC(=O)O2. Cell line: LOX IMVI. Synergy scores: CSS=40.9, Synergy_ZIP=2.76, Synergy_Bliss=0.175, Synergy_Loewe=-28.3, Synergy_HSA=-0.822. (4) Drug 1: C1=NC(=NC(=O)N1C2C(C(C(O2)CO)O)O)N. Drug 2: CS(=O)(=O)CCNCC1=CC=C(O1)C2=CC3=C(C=C2)N=CN=C3NC4=CC(=C(C=C4)OCC5=CC(=CC=C5)F)Cl. Cell line: CAKI-1. Synergy scores: CSS=12.2, Synergy_ZIP=-4.33, Synergy_Bliss=0.470, Synergy_Loewe=-3.86, Synergy_HSA=0.753.